From a dataset of Forward reaction prediction with 1.9M reactions from USPTO patents (1976-2016). Predict the product of the given reaction. (1) Given the reactants [F:1][C:2]1[CH:7]=[CH:6][C:5]([CH2:8][C:9]#[N:10])=[CH:4][CH:3]=1.[O-]CC.[Na+].[CH2:15]([N:22]1[CH2:27][CH2:26][C:25](=O)[CH2:24][CH2:23]1)[C:16]1[CH:21]=[CH:20][CH:19]=[CH:18][CH:17]=1, predict the reaction product. The product is: [CH2:15]([N:22]1[CH2:27][CH2:26][C:25](=[C:8]([C:5]2[CH:6]=[CH:7][C:2]([F:1])=[CH:3][CH:4]=2)[C:9]#[N:10])[CH2:24][CH2:23]1)[C:16]1[CH:21]=[CH:20][CH:19]=[CH:18][CH:17]=1. (2) Given the reactants [CH:1]([C:4]1[CH:18]=[C:17]([O:19][CH3:20])[CH:16]=[CH:15][C:5]=1[O:6][C:7]1[C:8]([NH2:14])=[N:9][C:10]([NH2:13])=[N:11][CH:12]=1)([CH3:3])[CH3:2].[CH3:21][S:22](O[S:22]([CH3:21])(=[O:24])=[O:23])(=[O:24])=[O:23].C([O-])(O)=O.[Na+], predict the reaction product. The product is: [CH:1]([C:4]1[CH:18]=[C:17]([O:19][CH3:20])[C:16]([S:22]([CH3:21])(=[O:24])=[O:23])=[CH:15][C:5]=1[O:6][C:7]1[C:8]([NH2:14])=[N:9][C:10]([NH2:13])=[N:11][CH:12]=1)([CH3:3])[CH3:2]. (3) Given the reactants [Cl:1][C:2]1[CH:3]=[C:4]([CH:21]=[O:22])[C:5]2[O:10][CH:9]([C:11]([F:14])([F:13])[F:12])[C:8]([C:15]([O:17]CC)=[O:16])=[CH:7][C:6]=2[CH:20]=1.[OH-].[Na+], predict the reaction product. The product is: [Cl:1][C:2]1[CH:3]=[C:4]([CH:21]=[O:22])[C:5]2[O:10][CH:9]([C:11]([F:13])([F:14])[F:12])[C:8]([C:15]([OH:17])=[O:16])=[CH:7][C:6]=2[CH:20]=1. (4) Given the reactants [Br:1][C:2]1[N:7]=[C:6]([CH:8]=O)[CH:5]=[CH:4][CH:3]=1.[NH2:10][CH:11]([CH3:16])[C:12]([CH3:15])([OH:14])[CH3:13], predict the reaction product. The product is: [Br:1][C:2]1[N:7]=[C:6]([CH2:8][NH:10][CH:11]([CH3:16])[C:12]([CH3:15])([OH:14])[CH3:13])[CH:5]=[CH:4][CH:3]=1. (5) Given the reactants C(=O)(O)[O-].[Na+].Cl.[NH2:7][CH2:8][CH2:9][SH:10].[C:11]([O:15][C:16](=[O:26])[NH:17][C@@H:18]([C:23](F)=[O:24])[C:19]([CH3:22])([CH3:21])[CH3:20])([CH3:14])([CH3:13])[CH3:12], predict the reaction product. The product is: [C:11]([O:15][C:16](=[O:26])[NH:17][C@@H:18]([C:23](=[O:24])[NH:7][CH2:8][CH2:9][SH:10])[C:19]([CH3:22])([CH3:21])[CH3:20])([CH3:14])([CH3:12])[CH3:13]. (6) Given the reactants [CH3:1][S:2][C:3]1[S:4][C:5]2[CH:6]=[N:7][CH:8]=[CH:9][C:10]=2[N:11]=1.[S:12]([C:17]1[CH:23]=[CH:22][C:20]([CH3:21])=[CH:19][CH:18]=1)([O:15][CH3:16])(=[O:14])=[O:13], predict the reaction product. The product is: [S:12]([C:17]1[CH:23]=[CH:22][C:20]([CH3:21])=[CH:19][CH:18]=1)([O-:15])(=[O:14])=[O:13].[CH3:16][N:7]1[CH:8]=[CH:9][C:10]2=[NH+:11][CH:3]([S:2][CH3:1])[S:4][C:5]2=[CH:6]1.